Dataset: Catalyst prediction with 721,799 reactions and 888 catalyst types from USPTO. Task: Predict which catalyst facilitates the given reaction. (1) Reactant: [F:1][C:2]1[CH:8]=[CH:7][C:5]([NH2:6])=[CH:4][CH:3]=1.C(OC[CH2:17][CH2:18][CH3:19])(=O)CC(C)=O.[C:20]([OH:23])(=[O:22])[CH3:21].[C:24](O[BH-](OC(=O)C)OC(=O)C)(=O)[CH3:25].[Na+].[C:38]([O-])(O)=O.[Na+]. Product: [F:1][C:2]1[CH:8]=[CH:7][C:5]([NH:6][CH:24]([CH3:25])[CH2:21][C:20]([O:23][C:18]([CH3:17])([CH3:19])[CH3:38])=[O:22])=[CH:4][CH:3]=1. The catalyst class is: 26. (2) Product: [Br:12][CH2:13][CH2:14][CH2:15][CH2:16][C:5]([CH2:4][CH2:3][C:2]([F:10])([F:11])[F:1])([C:8]#[N:9])[C:6]#[N:7]. The catalyst class is: 16. Reactant: [F:1][C:2]([F:11])([F:10])[CH2:3][CH2:4][CH:5]([C:8]#[N:9])[C:6]#[N:7].[Br:12][CH2:13][CH2:14][CH2:15][CH2:16]Br.C(=O)([O-])[O-].[K+].[K+].Cl. (3) Reactant: [CH3:1][N:2]1[CH2:6][C:5]([C:7]2[C:15]3[C:10](=[N:11][CH:12]=[C:13]([CH2:16][CH:17]4[CH2:22][CH2:21][C:20](=[O:23])[CH2:19][CH2:18]4)[CH:14]=3)[N:9](COCC[Si](C)(C)C)[CH:8]=2)=[CH:4][NH:3]1.Cl. Product: [CH3:1][N:2]1[CH2:6][C:5]([C:7]2[C:15]3[C:10](=[N:11][CH:12]=[C:13]([CH2:16][CH:17]4[CH2:22][CH2:21][C:20](=[O:23])[CH2:19][CH2:18]4)[CH:14]=3)[NH:9][CH:8]=2)=[CH:4][NH:3]1. The catalyst class is: 14.